Dataset: HIV replication inhibition screening data with 41,000+ compounds from the AIDS Antiviral Screen. Task: Binary Classification. Given a drug SMILES string, predict its activity (active/inactive) in a high-throughput screening assay against a specified biological target. (1) The drug is CC12CCC(=O)C=C1CCC1C2C(O)CC2(C)C1CCC2(O)C(=O)COC(=O)CCC(=O)O. The result is 0 (inactive). (2) The compound is CN(C)c1ccc(C=C(NC(=O)c2ccccc2)c2nc3ccc(Cl)cc3[nH]2)cc1. The result is 0 (inactive). (3) The molecule is c1ccc2c(c1)oc1cc3c(cc12)ncc1cccn13. The result is 0 (inactive). (4) The compound is O=C(NCCCCCCNC(=O)n1cc(F)c(=O)[nH]c1=O)NCCCOCCOCCOCCOCCOCCOCCOCCOCCOCCOCCOCCOCCOCCOCCOCCOCCOCCOCCOCCOCCOCCCNC(=O)C(O)C(O)C(O)C(O)CO. The result is 0 (inactive). (5) The result is 0 (inactive). The drug is NC(CCCCNCc1ccccc1O)C(=O)O.